This data is from Reaction yield outcomes from USPTO patents with 853,638 reactions. The task is: Predict the reaction yield, written as a fraction of the theoretical maximum amount of product (1.0 means a 100% yield; for example, 0.34 means a 34% yield). (1) The reactants are [N+:1]([C:4]1[CH:8]=[C:7]([C:9](O)=[O:10])[NH:6][N:5]=1)([O-:3])=[O:2]. The catalyst is C1COCC1. The product is [N+:1]([C:4]1[CH:8]=[C:7]([CH2:9][OH:10])[NH:6][N:5]=1)([O-:3])=[O:2]. The yield is 0.940. (2) The reactants are F[C:2]1[CH:7]=[CH:6][C:5]([N:8]2[C:12]([C:13]([O:15][C:16]([CH3:19])([CH3:18])[CH3:17])=[O:14])=[CH:11][C:10]([CH:20]([CH3:22])[CH3:21])=[N:9]2)=[CH:4][C:3]=1[N+:23]([O-:25])=[O:24].[Li+].[OH-].OO.[O-:30]S([O-])(=S)=O.[Na+].[Na+]. The catalyst is C1COCC1.O.C(O)(=O)C. The product is [OH:30][C:2]1[CH:7]=[CH:6][C:5]([N:8]2[C:12]([C:13]([O:15][C:16]([CH3:19])([CH3:18])[CH3:17])=[O:14])=[CH:11][C:10]([CH:20]([CH3:22])[CH3:21])=[N:9]2)=[CH:4][C:3]=1[N+:23]([O-:25])=[O:24]. The yield is 0.370. (3) The reactants are [Sn](Cl)(Cl)(Cl)Cl.[CH2:6]([C:13]1[S:14][C:15]([CH3:19])=[C:16]([CH3:18])[CH:17]=1)[C:7]1[CH:12]=[CH:11][CH:10]=[CH:9][CH:8]=1.[C:20](Cl)(=[O:29])[C:21]1[CH:26]=[CH:25][C:24]([O:27][CH3:28])=[CH:23][CH:22]=1.ClCCl. The catalyst is O. The product is [CH2:6]([C:13]1[S:14][C:15]([CH3:19])=[C:16]([CH3:18])[C:17]=1[C:20]([C:21]1[CH:26]=[CH:25][C:24]([O:27][CH3:28])=[CH:23][CH:22]=1)=[O:29])[C:7]1[CH:8]=[CH:9][CH:10]=[CH:11][CH:12]=1. The yield is 0.880. (4) The reactants are [H-].[Na+].[Si:3]([O:10][CH2:11][CH2:12][CH2:13][C@@:14]1([C:36]2[CH:41]=[CH:40][C:39]([F:42])=[CH:38][CH:37]=2)[O:19][C:18](=[O:20])[N:17]([C@H:21]([C:23]2[CH:28]=[CH:27][C:26]([C:29]3[CH:34]=[CH:33][C:32](=[O:35])[NH:31][CH:30]=3)=[CH:25][CH:24]=2)[CH3:22])[CH2:16][CH2:15]1)([C:6]([CH3:9])([CH3:8])[CH3:7])([CH3:5])[CH3:4].[CH3:43]I. The catalyst is C1COCC1. The product is [Si:3]([O:10][CH2:11][CH2:12][CH2:13][C@@:14]1([C:36]2[CH:37]=[CH:38][C:39]([F:42])=[CH:40][CH:41]=2)[O:19][C:18](=[O:20])[N:17]([C@H:21]([C:23]2[CH:24]=[CH:25][C:26]([C:29]3[CH:34]=[CH:33][C:32](=[O:35])[N:31]([CH3:43])[CH:30]=3)=[CH:27][CH:28]=2)[CH3:22])[CH2:16][CH2:15]1)([C:6]([CH3:7])([CH3:8])[CH3:9])([CH3:4])[CH3:5]. The yield is 1.00. (5) The reactants are C(OC([NH:8][CH:9]([C:32]([O:34][CH3:35])=[O:33])[CH2:10][C:11]1[CH:31]=[CH:30][C:14]([O:15][C:16]2[CH:29]=[CH:28][C:19]([CH:20]=[C:21]3[S:25][C:24](=[O:26])[NH:23][C:22]3=[O:27])=[CH:18][CH:17]=2)=[CH:13][CH:12]=1)=O)(C)(C)C. The catalyst is C(Cl)Cl. The product is [NH2:8][CH:9]([C:32]([O:34][CH3:35])=[O:33])[CH2:10][C:11]1[CH:31]=[CH:30][C:14]([O:15][C:16]2[CH:29]=[CH:28][C:19]([CH:20]=[C:21]3[S:25][C:24](=[O:26])[NH:23][C:22]3=[O:27])=[CH:18][CH:17]=2)=[CH:13][CH:12]=1. The yield is 0.975. (6) The reactants are [NH2:1][C:2]1[CH:10]=[CH:9][C:8]([O:11][CH3:12])=[CH:7][C:3]=1[C:4]([NH2:6])=[O:5].C(N(CC)CC)C.Cl[C:21](=[O:27])[C:22]([O:24][CH2:25][CH3:26])=[O:23].O. The catalyst is C1COCC1. The product is [NH2:6][C:4]([C:3]1[CH:7]=[C:8]([O:11][CH3:12])[CH:9]=[CH:10][C:2]=1[NH:1][C:21](=[O:27])[C:22]([O:24][CH2:25][CH3:26])=[O:23])=[O:5]. The yield is 1.00.